Dataset: Full USPTO retrosynthesis dataset with 1.9M reactions from patents (1976-2016). Task: Predict the reactants needed to synthesize the given product. (1) Given the product [CH2:25]([O:27][C:28]([C:30]1[NH:31][C:32]2[C:37]([C:38]=1[CH3:39])=[CH:36][C:35]([O:40][C:2]1[C:7]([C:8]([F:11])([F:10])[F:9])=[CH:6][C:5]([N+:12]([O-:14])=[O:13])=[CH:4][C:3]=1[C:15]([F:18])([F:17])[F:16])=[CH:34][CH:33]=2)=[O:29])[CH3:26], predict the reactants needed to synthesize it. The reactants are: Cl[C:2]1[C:7]([C:8]([F:11])([F:10])[F:9])=[CH:6][C:5]([N+:12]([O-:14])=[O:13])=[CH:4][C:3]=1[C:15]([F:18])([F:17])[F:16].C([O-])([O-])=O.[K+].[K+].[CH2:25]([O:27][C:28]([C:30]1[NH:31][C:32]2[C:37]([C:38]=1[CH3:39])=[CH:36][C:35]([OH:40])=[CH:34][CH:33]=2)=[O:29])[CH3:26]. (2) Given the product [CH3:39][C:38]1[CH:40]=[CH:41][C:35]([S:32]([O:27][CH2:26][C@@H:19]2[C@@H:20]([OH:25])[C@H:21]([OH:24])[C@@H:22]([OH:23])[C@@:17]([C:12]3[CH:13]=[CH:14][C:15]([Cl:16])=[C:10]([CH2:9][C:8]4[CH:30]=[CH:31][C:5]([O:4][CH2:1][CH:2]=[CH2:3])=[CH:6][CH:7]=4)[CH:11]=3)([O:28][CH3:29])[O:18]2)(=[O:34])=[O:33])=[CH:36][CH:37]=1, predict the reactants needed to synthesize it. The reactants are: [CH2:1]([O:4][C:5]1[CH:31]=[CH:30][C:8]([CH2:9][C:10]2[CH:11]=[C:12]([C@@:17]3([O:28][CH3:29])[C@H:22]([OH:23])[C@@H:21]([OH:24])[C@H:20]([OH:25])[C@@H:19]([CH2:26][OH:27])[O:18]3)[CH:13]=[CH:14][C:15]=2[Cl:16])=[CH:7][CH:6]=1)[CH:2]=[CH2:3].[S:32](Cl)([C:35]1[CH:41]=[CH:40][C:38]([CH3:39])=[CH:37][CH:36]=1)(=[O:34])=[O:33]. (3) Given the product [C:43]([O:47][C:48]([N:50]1[CH2:34][CH2:35][C@@H:36]([C:37]([NH:39][NH:40][C:18]([C@H:13]2[CH2:12][CH2:11][C@@H:10]3[CH2:17][N:14]2[C:15](=[O:16])[N:9]3[O:8][CH2:1][C:2]2[CH:3]=[CH:4][CH:5]=[CH:6][CH:7]=2)=[O:20])=[O:62])[CH2:52]1)=[O:49])([CH3:46])([CH3:45])[CH3:44], predict the reactants needed to synthesize it. The reactants are: [CH2:1]([O:8][N:9]1[C:15](=[O:16])[N:14]2[CH2:17][C@H:10]1[CH2:11][CH2:12][C@@H:13]2[C:18]([OH:20])=O)[C:2]1[CH:7]=[CH:6][CH:5]=[CH:4][CH:3]=1.CCN=C=NCCCN(C)C.Cl.C1[CH:34]=[CH:35][C:36]2N(O)[N:40]=[N:39][C:37]=2C=1.[C:43]([O:47][C:48]([N:50]([C:52]([C@@H]1CCNC1)=O)N)=[O:49])([CH3:46])([CH3:45])[CH3:44].CN(C)C=[O:62]. (4) Given the product [C:26]([C:21]1[CH:22]=[C:23]2[C:18](=[CH:19][CH:20]=1)[C:17](=[O:30])[N:16]([C:12]1[C:11]([CH2:31][OH:32])=[C:10]([C:8]3[CH:9]=[C:5]([C:3]([OH:4])=[O:2])[NH:6][CH:7]=3)[CH:15]=[CH:14][CH:13]=1)[N:25]=[CH:24]2)([CH3:29])([CH3:27])[CH3:28], predict the reactants needed to synthesize it. The reactants are: C[O:2][C:3]([C:5]1[N:6](C(OC(C)(C)C)=O)[CH:7]=[C:8]([C:10]2[CH:15]=[CH:14][CH:13]=[C:12]([N:16]3[N:25]=[CH:24][C:23]4[C:18](=[CH:19][CH:20]=[C:21]([C:26]([CH3:29])([CH3:28])[CH3:27])[CH:22]=4)[C:17]3=[O:30])[C:11]=2[CH2:31][O:32]C(=O)C)[CH:9]=1)=[O:4].[OH-].[Na+]. (5) The reactants are: Br[C:2]1[CH:3]=[C:4]([CH:8]([OH:14])[C:9]([N:11]([CH3:13])[CH3:12])=[O:10])[CH:5]=[N:6][CH:7]=1.C([O-])(=O)C.[K+].Br[C:21]1[C:22]([Cl:46])=[C:23]2[C:29]([C:30]3[CH:35]=[CH:34][CH:33]=[CH:32][C:31]=3[O:36][CH3:37])=[CH:28][N:27]([CH2:38][O:39][CH2:40][CH2:41][Si:42]([CH3:45])([CH3:44])[CH3:43])[C:24]2=[N:25][CH:26]=1.C(=O)([O-])[O-].[Na+].[Na+].S([O-])([O-])(=O)=O.[Na+].[Na+]. Given the product [Cl:46][C:22]1[C:21]([C:2]2[CH:3]=[C:4]([CH:8]([OH:14])[C:9]([N:11]([CH3:13])[CH3:12])=[O:10])[CH:5]=[N:6][CH:7]=2)=[CH:26][N:25]=[C:24]2[N:27]([CH2:38][O:39][CH2:40][CH2:41][Si:42]([CH3:43])([CH3:45])[CH3:44])[CH:28]=[C:29]([C:30]3[CH:35]=[CH:34][CH:33]=[CH:32][C:31]=3[O:36][CH3:37])[C:23]=12, predict the reactants needed to synthesize it. (6) Given the product [N+:8]([C:11]1[CH:12]=[CH:13][C:14]([NH:17][C:18]([NH:1][C:2]2[CH:7]=[CH:6][CH:5]=[CH:4][CH:3]=2)=[S:19])=[CH:15][CH:16]=1)([O-:10])=[O:9], predict the reactants needed to synthesize it. The reactants are: [NH2:1][C:2]1[CH:7]=[CH:6][CH:5]=[CH:4][CH:3]=1.[N+:8]([C:11]1[CH:16]=[CH:15][C:14]([N:17]=[C:18]=[S:19])=[CH:13][CH:12]=1)([O-:10])=[O:9]. (7) Given the product [CH2:3]([O:5][C:6](=[O:12])[CH2:7][NH:8][CH2:9][CH2:10][NH:11][S:24]([C:22]1[S:23][C:19]([C:13]2[CH:18]=[CH:17][CH:16]=[CH:15][CH:14]=2)=[N:20][N:21]=1)(=[O:25])=[O:26])[CH3:4], predict the reactants needed to synthesize it. The reactants are: Cl.Cl.[CH2:3]([O:5][C:6](=[O:12])[CH2:7][NH:8][CH2:9][CH2:10][NH2:11])[CH3:4].[C:13]1([C:19]2[S:23][C:22]([S:24](Cl)(=[O:26])=[O:25])=[N:21][N:20]=2)[CH:18]=[CH:17][CH:16]=[CH:15][CH:14]=1. (8) Given the product [Cl:18][C:19]1[C:23]([S:24](=[O:33])(=[O:32])[NH:25][C@H:26]([CH3:31])[C:27]([F:30])([F:29])[F:28])=[C:22]([CH3:34])[N:21]([CH3:35])[C:20]=1[C:36]([NH:41][C:42]1[CH:43]=[CH:44][C:45]([F:50])=[C:46]([C:47]#[N:48])[CH:49]=1)=[O:38], predict the reactants needed to synthesize it. The reactants are: C[Si]([N-][Si](C)(C)C)(C)C.[Li+].C1(C)C=CC=CC=1.[Cl:18][C:19]1[C:23]([S:24](=[O:33])(=[O:32])[NH:25][C@H:26]([CH3:31])[C:27]([F:30])([F:29])[F:28])=[C:22]([CH3:34])[N:21]([CH3:35])[C:20]=1[C:36]([O:38]CC)=O.[NH2:41][C:42]1[CH:43]=[CH:44][C:45]([F:50])=[C:46]([CH:49]=1)[C:47]#[N:48].